Task: Predict the reactants needed to synthesize the given product.. Dataset: Full USPTO retrosynthesis dataset with 1.9M reactions from patents (1976-2016) (1) The reactants are: F[C:2]1[CH:9]=[CH:8][C:5]([C:6]#[N:7])=[CH:4][C:3]=1[C:10]([F:13])([F:12])[F:11].[CH3:14][C@@H:15]1[CH2:20][CH2:19][CH2:18][CH2:17][NH:16]1. Given the product [CH3:14][C@@H:15]1[CH2:20][CH2:19][CH2:18][CH2:17][N:16]1[C:2]1[CH:9]=[CH:8][C:5]([C:6]#[N:7])=[CH:4][C:3]=1[C:10]([F:13])([F:12])[F:11], predict the reactants needed to synthesize it. (2) Given the product [C:1]([N:5]1[C:10](=[O:11])[C:9]([CH2:12][OH:13])=[C:8]([S:21][CH2:22][C:23]2[CH:24]=[CH:25][C:26]([C:29]([CH3:32])([CH3:31])[CH3:30])=[CH:27][CH:28]=2)[CH:7]=[N:6]1)([CH3:4])([CH3:3])[CH3:2], predict the reactants needed to synthesize it. The reactants are: [C:1]([N:5]1[C:10](=[O:11])[C:9]([CH2:12][O:13][Si](C(C)(C)C)(C)C)=[C:8]([S:21][CH2:22][C:23]2[CH:28]=[CH:27][C:26]([C:29]([CH3:32])([CH3:31])[CH3:30])=[CH:25][CH:24]=2)[CH:7]=[N:6]1)([CH3:4])([CH3:3])[CH3:2].[F-].C([N+](CCCC)(CCCC)CCCC)CCC.ClCCl. (3) Given the product [Br:7][C:8]1[CH:9]=[N:1][C:2]2[N:3]([N:4]=[CH:5][CH:6]=2)[CH:11]=1, predict the reactants needed to synthesize it. The reactants are: [NH2:1][C:2]1[CH:6]=[CH:5][NH:4][N:3]=1.[Br:7][CH:8]([CH:11]=O)[CH:9]=O.